Dataset: Full USPTO retrosynthesis dataset with 1.9M reactions from patents (1976-2016). Task: Predict the reactants needed to synthesize the given product. (1) Given the product [CH:20]1[C:12]2[O:13][C:14]3[CH:19]=[CH:18][CH:17]=[CH:16][C:15]=3[C:11]=2[CH:10]=[C:5]([C:6]([O:8][CH3:9])=[O:7])[N:4]=1, predict the reactants needed to synthesize it. The reactants are: C([NH:4]/[C:5](=[CH:10]\[C:11]1[C:15]2[CH:16]=[CH:17][CH:18]=[CH:19][C:14]=2[O:13][C:12]=1[CH:20]1OCCO1)/[C:6]([O:8][CH3:9])=[O:7])(=O)C.C(O)=O. (2) Given the product [OH:2][C:3]1[CH:8]=[CH:7][C:6]([N:9]=[C:10]([O:20][C:21]2[CH:22]=[CH:23][CH:24]=[CH:25][CH:26]=2)[CH:11]=[CH:12][O:13][C:14]2[CH:19]=[CH:18][CH:17]=[CH:16][CH:15]=2)=[CH:5][CH:4]=1, predict the reactants needed to synthesize it. The reactants are: C[O:2][C:3]1[CH:8]=[CH:7][C:6]([N:9]=[C:10]([O:20][C:21]2[CH:26]=[CH:25][CH:24]=[CH:23][CH:22]=2)[CH:11]=[CH:12][O:13][C:14]2[CH:19]=[CH:18][CH:17]=[CH:16][CH:15]=2)=[CH:5][CH:4]=1.ClCCl.[Br-].[Br-].[Br-]. (3) Given the product [CH:37]([N:32]1[CH2:33][CH2:34][NH:29][C:30](=[O:35])[CH2:31]1)([C:38]1[CH:43]=[CH:42][CH:41]=[CH:40][CH:39]=1)[C:44]1[CH:49]=[CH:48][CH:47]=[CH:46][CH:45]=1, predict the reactants needed to synthesize it. The reactants are: O=C1NCCN(C(OC(C)(C)C)=O)C1.FC(F)(F)C(O)=O.FC(F)(F)C(O)=O.[NH:29]1[CH2:34][CH2:33][NH:32][CH2:31][C:30]1=[O:35].Br[CH:37]([C:44]1[CH:49]=[CH:48][CH:47]=[CH:46][CH:45]=1)[C:38]1[CH:43]=[CH:42][CH:41]=[CH:40][CH:39]=1.C(=O)([O-])[O-].[K+].[K+].[I-].[K+]. (4) Given the product [C:1]([C:5]1[CH:10]=[CH:9][C:8]([N:11]2[C:15](=[O:16])[C:14](=[CH:17][NH:31][NH:30][C:28](=[O:29])[C:27]3[CH:26]=[CH:25][C:24]([C:22]([O:21][CH3:20])=[O:23])=[CH:33][CH:32]=3)[C:13]([CH3:19])=[N:12]2)=[CH:7][CH:6]=1)([CH3:4])([CH3:3])[CH3:2], predict the reactants needed to synthesize it. The reactants are: [C:1]([C:5]1[CH:10]=[CH:9][C:8]([N:11]2[C:15]([OH:16])=[C:14]([CH:17]=O)[C:13]([CH3:19])=[N:12]2)=[CH:7][CH:6]=1)([CH3:4])([CH3:3])[CH3:2].[CH3:20][O:21][C:22]([C:24]1[CH:33]=[CH:32][C:27]([C:28]([NH:30][NH2:31])=[O:29])=[CH:26][CH:25]=1)=[O:23]. (5) Given the product [C:1]1([C:10]2[CH:15]=[CH:14][CH:13]=[CH:12][CH:11]=2)[CH:6]=[CH:5][CH:4]=[CH:3][C:2]=1[C:17]1[CH:22]=[CH:21][CH:20]=[C:19]([O:23][CH3:24])[N:18]=1, predict the reactants needed to synthesize it. The reactants are: [C:1]1([C:10]2[CH:15]=[CH:14][CH:13]=[CH:12][CH:11]=2)[C:2](B(O)O)=[CH:3][CH:4]=[CH:5][CH:6]=1.Br[C:17]1[CH:22]=[CH:21][CH:20]=[C:19]([O:23][CH3:24])[N:18]=1.[O-]P([O-])([O-])=O.[K+].[K+].[K+]. (6) Given the product [NH2:1][C:2]1[C:10]2[C:9]([C:11]3[CH:16]=[CH:15][C:14]([Cl:17])=[C:13]([Cl:18])[CH:12]=3)=[N:8][C:7]([NH:19][CH2:20][C:21]([CH3:32])([CH3:31])[CH2:22][NH2:23])=[N:6][C:5]=2[S:4][C:3]=1[C:33]([NH2:35])=[O:34], predict the reactants needed to synthesize it. The reactants are: [NH2:1][C:2]1[C:10]2[C:9]([C:11]3[CH:16]=[CH:15][C:14]([Cl:17])=[C:13]([Cl:18])[CH:12]=3)=[N:8][C:7]([NH:19][CH2:20][C:21]([CH3:32])([CH3:31])[CH2:22][NH:23]C(OC(C)(C)C)=O)=[N:6][C:5]=2[S:4][C:3]=1[C:33]([NH2:35])=[O:34].Cl. (7) The reactants are: [F:1][C:2]1[CH:7]=[CH:6][C:5]([CH:8]([N:34]2[CH2:39][CH2:38][N:37]([CH:40]([CH3:42])[CH3:41])[CH2:36][CH2:35]2)[CH2:9][N:10]2[CH2:15][CH2:14][N:13]([CH2:16][CH2:17][CH2:18][C:19]([C:26](=O)[C:27]3[CH:32]=[CH:31][CH:30]=[CH:29][CH:28]=3)=[CH:20][N:21]3CCC[CH2:22]3)[CH2:12][CH2:11]2)=[CH:4][CH:3]=1.C([O-])=O.[NH4+].C([NH2:49])=O.C(=O)(O)[O-].[Na+]. Given the product [F:1][C:2]1[CH:3]=[CH:4][C:5]([CH:8]([N:34]2[CH2:35][CH2:36][N:37]([CH:40]([CH3:41])[CH3:42])[CH2:38][CH2:39]2)[CH2:9][N:10]2[CH2:15][CH2:14][N:13]([CH2:16][CH2:17][CH2:18][C:19]3[C:26]([C:27]4[CH:28]=[CH:29][CH:30]=[CH:31][CH:32]=4)=[N:49][CH:22]=[N:21][CH:20]=3)[CH2:12][CH2:11]2)=[CH:6][CH:7]=1, predict the reactants needed to synthesize it.